Dataset: Retrosynthesis with 50K atom-mapped reactions and 10 reaction types from USPTO. Task: Predict the reactants needed to synthesize the given product. (1) Given the product CC(C)(C)OC(=O)Nc1cc(CO)ncn1, predict the reactants needed to synthesize it. The reactants are: CC(C)(C)OC(=O)Nc1cc(C=O)ncn1. (2) The reactants are: COc1ccc(C2(C(=O)Nc3ccc(N4CCC(NCC(C)=O)C4)cc3)CC2)cc1. Given the product CC(=O)CNC1CCN(c2ccc(NC(=O)C3(c4ccc(O)cc4)CC3)cc2)C1, predict the reactants needed to synthesize it. (3) Given the product CCOC(=O)[C@@H](OC(C)(C)C)c1c(C)nc2cc(C(=O)O)nn2c1-c1ccc2c(c1Cl)NCCO2, predict the reactants needed to synthesize it. The reactants are: CCOC(=O)c1cc2nc(C)c([C@H](OC(C)(C)C)C(=O)OCC)c(-c3ccc4c(c3Cl)NCCO4)n2n1.